Task: Predict the reactants needed to synthesize the given product.. Dataset: Full USPTO retrosynthesis dataset with 1.9M reactions from patents (1976-2016) (1) Given the product [CH3:26][C:27]([O:29][CH2:30][C@H:31]1[O:36][CH:35]([O:37][C:38]([CH3:40])=[O:39])[C@H:34]([NH:41][C:42]([N:44]=[N+:45]=[N-:46])=[O:43])[C@@H:33]([O:47][C:48]([CH3:50])=[O:49])[C@@H:32]1[O:51][C:52]([CH3:54])=[O:53])=[O:28], predict the reactants needed to synthesize it. The reactants are: C1C(=O)NC(=O)N([C@@H]2O[C@H](COP(OP(O)(O)=O)(O)=O)[C@@H](O)[C@H]2O)C=1.[CH3:26][C:27]([O:29][CH2:30][C@H:31]1[O:36][CH:35]([O:37][C:38]([CH3:40])=[O:39])[C@H:34]([NH:41][C:42]([N:44]=[N+:45]=[N-:46])=[O:43])[C@@H:33]([O:47][C:48]([CH3:50])=[O:49])[C@@H:32]1[O:51][C:52]([CH3:54])=[O:53])=[O:28].C(O)C(N)(CO)CO.Cl. (2) The reactants are: [CH2:1]([N:3]([CH2:20][CH3:21])[CH2:4]/[CH:5]=[CH:6]\[Sn:7]([CH2:16][CH2:17][CH2:18][CH3:19])([CH2:12][CH2:13][CH2:14][CH3:15])[CH2:8][CH2:9][CH2:10][CH3:11])[CH3:2].BrC/C=C\[Sn](CCCC)(CCCC)CCCC.N1CCCC1. Given the product [CH2:8]([Sn:7]([CH2:16][CH2:17][CH2:18][CH3:19])([CH2:12][CH2:13][CH2:14][CH3:15])/[CH:6]=[CH:5]\[CH2:4][N:3]1[CH2:1][CH2:2][CH2:21][CH2:20]1)[CH2:9][CH2:10][CH3:11], predict the reactants needed to synthesize it. (3) Given the product [OH2:8].[C:4]([O-:11])(=[O:10])[CH2:5][CH2:6][C:7]([O-:9])=[O:8].[Ca+2:12], predict the reactants needed to synthesize it. The reactants are: O.O.O.[C:4]([O-:11])(=[O:10])[CH2:5][CH2:6][C:7]([O-:9])=[O:8].[Ca+2:12].[OH-].[Ca+2].[OH-]. (4) The reactants are: [F:1][C:2]1[CH:7]=[CH:6][C:5]([C:8]2[S:12][C:11]([CH3:13])=[N:10][C:9]=2[C:14]([N:16]2[CH2:21][CH2:20][CH2:19][CH2:18][CH:17]2[CH2:22][C:23](O)=O)=[O:15])=[CH:4][CH:3]=1.[CH3:26][O:27][C:28]1[CH:29]=[C:30]([NH2:35])[C:31]([NH2:34])=[CH:32][CH:33]=1. Given the product [CH3:26][O:27][C:28]1[CH:33]=[CH:32][C:31]2[NH:34][C:23]([CH2:22][CH:17]3[CH2:18][CH2:19][CH2:20][CH2:21][N:16]3[C:14]([C:9]3[N:10]=[C:11]([CH3:13])[S:12][C:8]=3[C:5]3[CH:4]=[CH:3][C:2]([F:1])=[CH:7][CH:6]=3)=[O:15])=[N:35][C:30]=2[CH:29]=1, predict the reactants needed to synthesize it. (5) Given the product [CH3:24][O:23][C:20]1[N:19]=[C:18]([O:25][CH3:26])[C:17]([C:13]2[CH:12]=[C:11]([N:9]3[CH:10]=[C:6]([C:4]([C:29]4[CH:34]=[C:33]([CH3:35])[CH:32]=[CH:31][N:30]=4)=[O:5])[N:7]=[CH:8]3)[CH:16]=[CH:15][CH:14]=2)=[CH:22][N:21]=1, predict the reactants needed to synthesize it. The reactants are: CON(C)[C:4]([C:6]1[N:7]=[CH:8][N:9]([C:11]2[CH:16]=[CH:15][CH:14]=[C:13]([C:17]3[C:18]([O:25][CH3:26])=[N:19][C:20]([O:23][CH3:24])=[N:21][CH:22]=3)[CH:12]=2)[CH:10]=1)=[O:5].Br[C:29]1[CH:34]=[C:33]([CH3:35])[CH:32]=[CH:31][N:30]=1. (6) Given the product [C:1]([O:5][C:6]([N:8]1[CH2:12][C@H:11]([S:13][CH2:14][C:15]2[CH:16]=[CH:17][C:18]([O:21][CH3:22])=[CH:19][CH:20]=2)[CH2:10][C@H:9]1[CH2:23][CH2:24][C:25]([O:27][CH3:28])=[O:26])=[O:7])([CH3:4])([CH3:3])[CH3:2], predict the reactants needed to synthesize it. The reactants are: [C:1]([O:5][C:6]([N:8]1[CH2:12][C@H:11]([S:13][CH2:14][C:15]2[CH:20]=[CH:19][C:18]([O:21][CH3:22])=[CH:17][CH:16]=2)[CH2:10][C@H:9]1[CH:23]=[CH:24][C:25]([O:27][CH2:28]C)=[O:26])=[O:7])([CH3:4])([CH3:3])[CH3:2].[Mg]. (7) Given the product [C:4]([O:3][C:39]([NH:44][CH2:43][CH2:42][CH2:41][CH2:40][CH2:56][C:57]([NH:25][C@@H:24]([C:23]([NH:22][C@@H:21]([C:20]([O:19][CH3:18])=[O:29])[CH3:28])=[O:27])[CH3:26])=[O:58])=[O:61])([CH3:7])([CH3:6])[CH3:5], predict the reactants needed to synthesize it. The reactants are: C(C(CCCCN)C(O)=O)([O:3][C:4]([CH3:7])([CH3:6])[CH3:5])=O.Cl.[CH3:18][O:19][C:20](=[O:29])[C@@H:21]([CH3:28])[NH:22][C:23](=[O:27])[C@@H:24]([CH3:26])[NH2:25].CN(C(ON1N=N[C:40]2[CH:41]=[CH:42][CH:43]=[N:44][C:39]1=2)=[N+](C)C)C.F[P-](F)(F)(F)(F)F.CN1CC[O:58][CH2:57][CH2:56]1.[OH2:61]. (8) Given the product [CH2:1]([S:8][C:9]([CH3:35])([CH:33]=[N:37][OH:38])[CH2:10][NH:11][C:12]([C:14]1[NH:15][C:16]2[C:21]([CH:22]=1)=[CH:20][CH:19]=[CH:18][C:17]=2[N:23]([CH3:32])[S:24]([C:27]1[S:28][CH:29]=[CH:30][CH:31]=1)(=[O:26])=[O:25])=[O:13])[C:2]1[CH:7]=[CH:6][CH:5]=[CH:4][CH:3]=1, predict the reactants needed to synthesize it. The reactants are: [CH2:1]([S:8][C:9]([CH3:35])([CH:33]=O)[CH2:10][NH:11][C:12]([C:14]1[NH:15][C:16]2[C:21]([CH:22]=1)=[CH:20][CH:19]=[CH:18][C:17]=2[N:23]([CH3:32])[S:24]([C:27]1[S:28][CH:29]=[CH:30][CH:31]=1)(=[O:26])=[O:25])=[O:13])[C:2]1[CH:7]=[CH:6][CH:5]=[CH:4][CH:3]=1.Cl.[NH2:37][OH:38].C(=O)([O-])[O-].[K+].[K+].CO. (9) The reactants are: [N:1]1[C:5]2[CH:6]=[CH:7][CH:8]=[CH:9][C:4]=2[NH:3][CH:2]=1.Br[C:11]1[O:15][C:14]([CH:16]=[O:17])=[CH:13][CH:12]=1.C(=O)([O-])[O-].[Cs+].[Cs+]. Given the product [N:1]1([C:11]2[O:15][C:14]([CH2:16][OH:17])=[CH:13][CH:12]=2)[C:5]2[CH:6]=[CH:7][CH:8]=[CH:9][C:4]=2[N:3]=[CH:2]1, predict the reactants needed to synthesize it.